This data is from Reaction yield outcomes from USPTO patents with 853,638 reactions. The task is: Predict the reaction yield, written as a fraction of the theoretical maximum amount of product (1.0 means a 100% yield; for example, 0.34 means a 34% yield). The reactants are [CH3:1][C@H:2]1[CH2:11][C:9](=[O:10])[C:5](=[C:6]([CH3:8])[CH3:7])[CH2:4][CH2:3]1.C([O-])(O)=[O:13].[Na+].Cl.[CH3:18][CH2:19]OCC. The catalyst is BrBr.CC[O-].[Na+].O. The product is [CH3:1][C@@H:2]1[CH2:3][CH2:4][C:5](=[C:6]([CH3:7])[CH3:8])[CH:11]1[C:9]([O:10][CH2:18][CH3:19])=[O:13]. The yield is 0.640.